From a dataset of Reaction yield outcomes from USPTO patents with 853,638 reactions. Predict the reaction yield, written as a fraction of the theoretical maximum amount of product (1.0 means a 100% yield; for example, 0.34 means a 34% yield). (1) The reactants are C(NC(C)C)(C)C.C([Li])CCC.[CH3:13][C@@H:14]1[C@H:18]([C:19]2[CH:24]=[CH:23][CH:22]=[CH:21][CH:20]=2)[O:17][C:16](=[O:25])[N:15]1[C:26](=[O:35])[CH2:27][CH2:28][C@H:29]([CH3:34])[CH2:30][CH2:31][CH2:32][CH3:33].Br[CH2:37][C:38]([O:40][C:41]([CH3:44])([CH3:43])[CH3:42])=[O:39]. The catalyst is C1COCC1. The product is [C:41]([O:40][C:38](=[O:39])[CH2:37][C@@H:27]([C:26]([N:15]1[C@H:14]([CH3:13])[C@H:18]([C:19]2[CH:24]=[CH:23][CH:22]=[CH:21][CH:20]=2)[O:17][C:16]1=[O:25])=[O:35])[CH2:28][C@H:29]([CH3:34])[CH2:30][CH2:31][CH2:32][CH3:33])([CH3:44])([CH3:43])[CH3:42]. The yield is 0.610. (2) The reactants are [Cl:1][C:2]1[CH:3]=[C:4]2[C:10]([C:11]3[N:16]=[C:15]([NH:17][C@H:18]4[CH2:22][CH2:21][N:20](S(C)(=O)=O)[CH2:19]4)[C:14]([F:27])=[CH:13][N:12]=3)=[CH:9][NH:8][C:5]2=[N:6][CH:7]=1.[CH3:28][O:29][CH2:30][C:31](Cl)=[O:32]. No catalyst specified. The product is [Cl:1][C:2]1[CH:3]=[C:4]2[C:10]([C:11]3[N:16]=[C:15]([NH:17][C@H:18]4[CH2:22][CH2:21][N:20]([C:31](=[O:32])[CH2:30][O:29][CH3:28])[CH2:19]4)[C:14]([F:27])=[CH:13][N:12]=3)=[CH:9][NH:8][C:5]2=[N:6][CH:7]=1. The yield is 0.330. (3) The yield is 0.772. The reactants are O=[C:2]1[CH:7]=[CH:6][NH:5][C:4]([NH:8][C:9]2[CH:16]=[CH:15][C:12]([C:13]#[N:14])=[CH:11][CH:10]=2)=[N:3]1.O=P(Cl)(Cl)[Cl:19]. The product is [Cl:19][C:2]1[CH:7]=[CH:6][N:5]=[C:4]([NH:8][C:9]2[CH:16]=[CH:15][C:12]([C:13]#[N:14])=[CH:11][CH:10]=2)[N:3]=1. No catalyst specified. (4) The reactants are Cl.NO.[OH:4][C:5]1[CH:6]=[N:7][C:8]([N:11]2[CH2:16][CH2:15][N:14]([C:17]#[N:18])[CH2:13][C@H:12]2[CH3:19])=[N:9][CH:10]=1.C(=O)([O-])[O-].[Na+].[Na+].[N:26]1C=CC=CC=1.[F:32][CH:33]([F:42])[C:34](O[C:34](=[O:35])[CH:33]([F:42])[F:32])=[O:35]. The catalyst is CN(C=O)C.C1(C)C=CC=CC=1. The product is [F:32][CH:33]([F:42])[C:34]1[O:35][N:26]=[C:17]([N:14]2[CH2:15][CH2:16][N:11]([C:8]3[N:9]=[CH:10][C:5]([OH:4])=[CH:6][N:7]=3)[C@H:12]([CH3:19])[CH2:13]2)[N:18]=1. The yield is 0.870.